This data is from Forward reaction prediction with 1.9M reactions from USPTO patents (1976-2016). The task is: Predict the product of the given reaction. (1) Given the reactants FC(F)(F)C(O)=O.C(OC([N:15]1[CH2:21][CH2:20][CH2:19][C@H:18]([N:22]([CH2:29][C:30]2[CH:35]=[C:34]([C:36]([F:39])([F:38])[F:37])[CH:33]=[C:32]([C:40]([F:43])([F:42])[F:41])[CH:31]=2)[C:23]2[O:27][N:26]=[C:25]([CH3:28])[CH:24]=2)[C:17]2[CH:44]=[C:45]([CH3:52])[C:46]([C:48]([F:51])([F:50])[F:49])=[CH:47][C:16]1=2)=O)(C)(C)C.C(=O)(O)[O-].[Na+], predict the reaction product. The product is: [F:43][C:40]([F:41])([F:42])[C:32]1[CH:31]=[C:30]([CH:35]=[C:34]([C:36]([F:39])([F:38])[F:37])[CH:33]=1)[CH2:29][N:22]([C:23]1[O:27][N:26]=[C:25]([CH3:28])[CH:24]=1)[C@H:18]1[CH2:19][CH2:20][CH2:21][NH:15][C:16]2[CH:47]=[C:46]([C:48]([F:51])([F:49])[F:50])[C:45]([CH3:52])=[CH:44][C:17]1=2. (2) Given the reactants [F:1][C:2]1[CH:11]=[CH:10][C:5]([C:6]([O:8][CH3:9])=[O:7])=[CH:4][C:3]=1[OH:12].Br[CH2:14][C:15]1[CH:20]=[CH:19][C:18]([F:21])=[CH:17][CH:16]=1.C([O-])([O-])=O.[K+].[K+].C(O)C, predict the reaction product. The product is: [F:1][C:2]1[CH:11]=[CH:10][C:5]([C:6]([O:8][CH3:9])=[O:7])=[CH:4][C:3]=1[O:12][CH2:14][C:15]1[CH:20]=[CH:19][C:18]([F:21])=[CH:17][CH:16]=1. (3) Given the reactants N(C(OCC)=O)=NC(OCC)=O.[Cl:13][C:14]1[C:23]2[C:18](=[CH:19][C:20]([OH:26])=[C:21]([C:24]#[N:25])[CH:22]=2)[N:17]=[CH:16][CH:15]=1.[N:27]1([CH2:32][CH2:33]O)[CH:31]=[CH:30][N:29]=[N:28]1.C1(P(C2C=CC=CC=2)C2C=CC=CC=2)C=CC=CC=1, predict the reaction product. The product is: [Cl:13][C:14]1[C:23]2[C:18](=[CH:19][C:20]([O:26][CH2:33][CH2:32][N:27]3[CH:31]=[CH:30][N:29]=[N:28]3)=[C:21]([C:24]#[N:25])[CH:22]=2)[N:17]=[CH:16][CH:15]=1. (4) Given the reactants [CH2:1]([NH:3][C:4](=[O:24])[NH:5][C:6]1[N:11]=[CH:10][C:9](B(O)O)=[C:8]([C:15]2[S:16][CH:17]=[C:18]([C:20]([F:23])([F:22])[F:21])[N:19]=2)[CH:7]=1)[CH3:2].Br[C:26]1[CH:27]=[C:28]2[C:33](=[N:34][CH:35]=1)[N:32]([C@H:36]1[CH2:41][CH2:40][CH2:39][N:38]([CH2:42][CH2:43][N:44]3[CH2:49][CH2:48][O:47][CH2:46][CH2:45]3)[CH2:37]1)[CH:31]=[C:30]([C:50]([O:52]CC)=[O:51])[C:29]2=[O:55].C([O-])([O-])=O.[Cs+].[Cs+].[Li+].[OH-], predict the reaction product. The product is: [CH2:1]([NH:3][C:4](=[O:24])[NH:5][C:6]1[N:11]=[CH:10][C:9]([C:26]2[CH:27]=[C:28]3[C:33](=[N:34][CH:35]=2)[N:32]([CH:36]2[CH2:41][CH2:40][CH2:39][N:38]([CH2:42][CH2:43][N:44]4[CH2:45][CH2:46][O:47][CH2:48][CH2:49]4)[CH2:37]2)[CH:31]=[C:30]([C:50]([OH:52])=[O:51])[C:29]3=[O:55])=[C:8]([C:15]2[S:16][CH:17]=[C:18]([C:20]([F:23])([F:22])[F:21])[N:19]=2)[CH:7]=1)[CH3:2]. (5) Given the reactants [CH2:1]([O:19][C:20]1[CH:21]=[C:22]([CH:45]2[O:49][CH:48]([CH2:50][OH:51])[CH2:47][O:46]2)[CH:23]=[C:24]([O:26][CH2:27][CH2:28][CH2:29][CH2:30][CH2:31][CH2:32][CH2:33][CH2:34]/[CH:35]=[CH:36]\[CH2:37][CH2:38][CH2:39][CH2:40][CH2:41][CH2:42][CH2:43][CH3:44])[CH:25]=1)[CH2:2][CH2:3][CH2:4][CH2:5][CH2:6][CH2:7][CH2:8]/[CH:9]=[CH:10]\[CH2:11][CH2:12][CH2:13][CH2:14][CH2:15][CH2:16][CH2:17][CH3:18].[CH3:52][N:53]([CH3:58])[CH2:54][C:55](O)=[O:56].CN(C(ON1N=NC2C=CC=NC1=2)=[N+](C)C)C.F[P-](F)(F)(F)(F)F.N1C=CC=CC=1, predict the reaction product. The product is: [CH3:52][N:53]([CH3:58])[CH2:54][C:55]([O:51][CH2:50][CH:48]1[CH2:47][O:46][CH:45]([C:22]2[CH:23]=[C:24]([O:26][CH2:27][CH2:28][CH2:29][CH2:30][CH2:31][CH2:32][CH2:33][CH2:34]/[CH:35]=[CH:36]\[CH2:37][CH2:38][CH2:39][CH2:40][CH2:41][CH2:42][CH2:43][CH3:44])[CH:25]=[C:20]([O:19][CH2:1][CH2:2][CH2:3][CH2:4][CH2:5][CH2:6][CH2:7][CH2:8]/[CH:9]=[CH:10]\[CH2:11][CH2:12][CH2:13][CH2:14][CH2:15][CH2:16][CH2:17][CH3:18])[CH:21]=2)[O:49]1)=[O:56]. (6) The product is: [CH2:13]([S:20][C:21]1[CH:22]=[C:23]2[C:28](=[CH:29][CH:30]=1)[C:27]([C:6]1[C:5]([O:11][CH3:12])=[CH:4][N:3]=[C:2]([Cl:1])[CH:7]=1)=[N:26][CH:25]=[CH:24]2)[C:14]1[CH:15]=[CH:16][CH:17]=[CH:18][CH:19]=1. Given the reactants [Cl:1][C:2]1[CH:7]=[C:6](B(O)O)[C:5]([O:11][CH3:12])=[CH:4][N:3]=1.[CH2:13]([S:20][C:21]1[CH:22]=[C:23]2[C:28](=[CH:29][CH:30]=1)[C:27](Cl)=[N:26][CH:25]=[CH:24]2)[C:14]1[CH:19]=[CH:18][CH:17]=[CH:16][CH:15]=1.C(=O)([O-])[O-].[K+].[K+], predict the reaction product. (7) Given the reactants [CH3:1][C:2](C)([O-])C.[K+].[O:7]=[C:8]1[CH2:13][CH2:12][N:11]([C:14]([O:16][C:17]([CH3:20])([CH3:19])[CH3:18])=[O:15])[CH2:10][CH2:9]1.[I-].ClCC[S+](C)C.O, predict the reaction product. The product is: [O:7]=[C:8]1[C:9]2([CH2:2][CH2:1]2)[CH2:10][N:11]([C:14]([O:16][C:17]([CH3:20])([CH3:19])[CH3:18])=[O:15])[CH2:12][CH2:13]1. (8) Given the reactants [CH:1]1[C:14]2[C:15]3=[C:16]4[C:11](=[CH:12][CH:13]=2)[CH:10]=[CH:9][CH:8]=[C:7]4[CH:6]=[CH:5][C:4]3=[CH:3][CH:2]=1.[C:17](Cl)([CH3:20])([CH3:19])[CH3:18].[Cl-].[Al+3].[Cl-].[Cl-], predict the reaction product. The product is: [C:17]([C:9]1[CH:10]=[C:11]2[C:16]3=[C:15]4[C:4]([CH:3]=[CH:2][CH:1]=[C:14]4[CH:13]=[CH:12]2)=[CH:5][CH:6]=[C:7]3[CH:8]=1)([CH3:20])([CH3:19])[CH3:18]. (9) Given the reactants C1([CH:7]([OH:11])[C:8](O)=[O:9])CCCCC1.O[C:13]1[C:21]2[N:20]=NN[C:17]=2[CH:16]=[CH:15][CH:14]=1.[CH2:22]([O:29][C:30](=[O:33])[CH2:31]N)[C:23]1[CH:28]=[CH:27][CH:26]=[CH:25][CH:24]=1.C1(N=C=NC2CCCCC2)CCCCC1, predict the reaction product. The product is: [CH2:22]([O:29][C:30](=[O:33])[CH2:31][N:20]([CH:21]1[CH2:13][CH2:14][CH2:15][CH2:16][CH2:17]1)[C:8](=[O:9])[CH2:7][OH:11])[C:23]1[CH:28]=[CH:27][CH:26]=[CH:25][CH:24]=1. (10) Given the reactants C([O:5][C:6]1[CH:7]=[C:8]([C:12]2[C:13]3[CH2:26][CH2:25][NH:24][C:14]=3[N:15]=[C:16]([N:18]3[CH2:23][CH2:22][O:21][CH2:20][CH2:19]3)[N:17]=2)[CH:9]=[CH:10][CH:11]=1)(C)(C)C.C(N(C(C)C)CC)(C)C.[CH2:36]([N:38]=[C:39]=[O:40])[CH3:37], predict the reaction product. The product is: [OH:5][C:6]1[CH:7]=[C:8]([C:12]2[C:13]3[CH2:26][CH2:25][N:24]([C:39]([NH:38][CH2:36][CH3:37])=[O:40])[C:14]=3[N:15]=[C:16]([N:18]3[CH2:23][CH2:22][O:21][CH2:20][CH2:19]3)[N:17]=2)[CH:9]=[CH:10][CH:11]=1.